This data is from Forward reaction prediction with 1.9M reactions from USPTO patents (1976-2016). The task is: Predict the product of the given reaction. (1) Given the reactants O=[C:2]([C:17]1[CH:22]=[CH:21][CH:20]=[CH:19][CH:18]=1)[CH2:3][NH:4][C:5]([C@H:7]1[CH2:12][CH2:11][C@H:10]([C:13]([O:15][CH3:16])=[O:14])[CH2:9][CH2:8]1)=[O:6].P(Cl)(Cl)(Cl)=O.CC#N, predict the reaction product. The product is: [C:17]1([C:2]2[O:6][C:5]([C@H:7]3[CH2:12][CH2:11][C@H:10]([C:13]([O:15][CH3:16])=[O:14])[CH2:9][CH2:8]3)=[N:4][CH:3]=2)[CH:22]=[CH:21][CH:20]=[CH:19][CH:18]=1. (2) Given the reactants [Cl:1][C:2]1[CH:7]=[CH:6][C:5]([CH2:8][CH:9]2[CH:13]=[CH:12][N-:11][C:10]2=S)=[CH:4][N:3]=1.[N:15]#[C:16][NH2:17], predict the reaction product. The product is: [Cl:1][C:2]1[CH:7]=[CH:6][C:5]([CH2:8][CH:9]2[CH2:13][CH2:12][NH:11][C:10]2=[N:17][C:16]#[N:15])=[CH:4][N:3]=1. (3) Given the reactants Br[C:2]1[CH:7]=[CH:6][CH:5]=[CH:4][C:3]=1[CH:8]1[N:13]2[CH:14]=[N:15][CH:16]=[C:12]2[CH2:11][CH2:10][CH2:9]1.[S:17]1[CH:21]=[CH:20][C:19](B(O)O)=[CH:18]1.C([O-])([O-])=O.[Na+].[Na+], predict the reaction product. The product is: [S:17]1[CH:21]=[CH:20][C:19]([C:2]2[CH:7]=[CH:6][CH:5]=[CH:4][C:3]=2[CH:8]2[N:13]3[CH:14]=[N:15][CH:16]=[C:12]3[CH2:11][CH2:10][CH2:9]2)=[CH:18]1.